This data is from Reaction yield outcomes from USPTO patents with 853,638 reactions. The task is: Predict the reaction yield, written as a fraction of the theoretical maximum amount of product (1.0 means a 100% yield; for example, 0.34 means a 34% yield). (1) The reactants are Br[C:2]1[CH:3]=[C:4]([NH:11][C:12]2[CH:21]=[C:15]3[CH2:16][N:17]([CH3:20])[CH2:18][CH2:19][N:14]3[N:13]=2)[C:5]2[N:6]([CH:8]=[CH:9][N:10]=2)[N:7]=1.C([O:25][CH2:26][C:27]1[C:28]([N:42]2[CH2:54][CH2:53][N:45]3[C:46]4[CH2:47][CH2:48][CH2:49][CH2:50][C:51]=4[CH:52]=[C:44]3[C:43]2=[O:55])=[N:29][CH:30]=[CH:31][C:32]=1B1OC(C)(C)C(C)(C)O1)(=O)C. No catalyst specified. The product is [OH:25][CH2:26][C:27]1[C:28]([N:42]2[CH2:54][CH2:53][N:45]3[C:46]4[CH2:47][CH2:48][CH2:49][CH2:50][C:51]=4[CH:52]=[C:44]3[C:43]2=[O:55])=[N:29][CH:30]=[CH:31][C:32]=1[C:2]1[CH:3]=[C:4]([NH:11][C:12]2[CH:21]=[C:15]3[CH2:16][N:17]([CH3:20])[CH2:18][CH2:19][N:14]3[N:13]=2)[C:5]2[N:6]([CH:8]=[CH:9][N:10]=2)[N:7]=1. The yield is 0.100. (2) The reactants are [Li+].C[Si]([N-][Si](C)(C)C)(C)C.[CH3:11][O:12][C:13]([C:15]1([CH2:29][CH3:30])[CH2:19][C:18](=[O:20])[N:17]([C:21]2[C:26]([CH3:27])=[CH:25][CH:24]=[CH:23][C:22]=2[CH3:28])[CH2:16]1)=[O:14].[NH4+].[Cl-].C1C[O:36]CC1. No catalyst specified. The product is [CH3:11][O:12][C:13]([C:15]1([CH2:29][CH3:30])[CH:19]([OH:36])[C:18](=[O:20])[N:17]([C:21]2[C:26]([CH3:27])=[CH:25][CH:24]=[CH:23][C:22]=2[CH3:28])[CH2:16]1)=[O:14]. The yield is 1.00. (3) The reactants are C1C2C(=CC=CC=2)C=CC=1C([O:13][C:14](=[O:47])[C:15]([O:19][C:20]1[CH:25]=[CH:24][CH:23]=[C:22]([CH2:26][CH2:27][N:28]([CH2:40][CH2:41][CH2:42][CH2:43][CH2:44][CH2:45][CH3:46])[C:29]([NH:31][C:32]2[CH:37]=[CH:36][C:35]([F:38])=[CH:34][C:33]=2[F:39])=[O:30])[CH:21]=1)([CH3:18])[CH2:16][CH3:17])C. The catalyst is [Pd].CO. The product is [F:39][C:33]1[CH:34]=[C:35]([F:38])[CH:36]=[CH:37][C:32]=1[NH:31][C:29](=[O:30])[N:28]([CH2:27][CH2:26][C:22]1[CH:21]=[C:20]([CH:25]=[CH:24][CH:23]=1)[O:19][C:15]([CH3:18])([CH2:16][CH3:17])[C:14]([OH:47])=[O:13])[CH2:40][CH2:41][CH2:42][CH2:43][CH2:44][CH2:45][CH3:46]. The yield is 0.840. (4) The reactants are [OH:1][CH2:2][C:3]([CH3:8])([CH3:7])[CH2:4][C:5]#[N:6].[H-].[Na+].I[CH3:12].O. The catalyst is CN(C)C=O. The product is [CH3:12][O:1][CH2:2][C:3]([CH3:8])([CH3:7])[CH2:4][C:5]#[N:6]. The yield is 0.940. (5) The reactants are C([NH:8][C:9]1[C:10]([CH3:29])=[C:11]([CH3:28])[C:12]2[O:16][C:15]([CH3:18])([CH3:17])[CH:14]([C:19]3[CH:24]=[CH:23][C:22]([CH3:25])=[CH:21][CH:20]=3)[C:13]=2[C:26]=1[CH3:27])C1C=CC=CC=1.C1(C)C=CC=CC=1.C(O)(C)C. The catalyst is [Pd].[C].O. The product is [CH3:17][C:15]1([CH3:18])[CH:14]([C:19]2[CH:20]=[CH:21][C:22]([CH3:25])=[CH:23][CH:24]=2)[C:13]2[C:26]([CH3:27])=[C:9]([NH2:8])[C:10]([CH3:29])=[C:11]([CH3:28])[C:12]=2[O:16]1. The yield is 0.886.